From a dataset of Forward reaction prediction with 1.9M reactions from USPTO patents (1976-2016). Predict the product of the given reaction. (1) Given the reactants [I:1][C:2]1[CH:3]=[CH:4][C:5]([NH:8][NH2:9])=[N:6][CH:7]=1.[N:10]1([CH2:16][CH2:17][O:18][C:19]2[CH:20]=[C:21]([CH:24]=[CH:25][CH:26]=2)[CH:22]=O)[CH2:15][CH2:14][O:13][CH2:12][CH2:11]1, predict the reaction product. The product is: [I:1][C:2]1[CH:3]=[CH:4][C:5]([NH:8]/[N:9]=[CH:22]/[C:21]2[CH:24]=[CH:25][CH:26]=[C:19]([O:18][CH2:17][CH2:16][N:10]3[CH2:15][CH2:14][O:13][CH2:12][CH2:11]3)[CH:20]=2)=[N:6][CH:7]=1. (2) Given the reactants P([O-])([O-])([O-])=O.O=C[C@@H]([C@H]([C@@H]([C@@H](CO)O)O)O)O.C1N=C(N)C2N=CN([C@@H]3O[C@H](COP(OP(OC[C@H]4O[C@@H](N5C=C(C(N)=O)CC=C5)[C@H](O)[C@@H]4O)(O)=O)(O)=O)[C@@H](O)[C@H]3O)C=2N=1.C1C=[N+]([C@@H]2O[C@H](COP(OP(OC[C@H]3O[C@@H](N4C5N=CN=C(N)C=5N=C4)[C@H](OP(O)(O)=O)[C@@H]3O)(O)=O)(O)=O)[C@@H](O)[C@H]2O)C=C(C(N)=O)C=1.[CH2:110]([C:117](=[CH2:120])[CH:118]=[O:119])[C:111]1[CH:116]=[CH:115][CH:114]=[CH:113][CH:112]=1, predict the reaction product. The product is: [CH3:120][CH:117]([CH2:110][C:111]1[CH:116]=[CH:115][CH:114]=[CH:113][CH:112]=1)[CH:118]=[O:119].